This data is from Full USPTO retrosynthesis dataset with 1.9M reactions from patents (1976-2016). The task is: Predict the reactants needed to synthesize the given product. (1) Given the product [Cl:22][C:23]1[CH:24]=[C:25]([NH:26][C:2]2[N:7]=[C:6]([C:8]([F:11])([F:10])[F:9])[C:5]([C:12]([O:14][CH2:15][C:16]3[CH:21]=[CH:20][CH:19]=[CH:18][CH:17]=3)=[O:13])=[CH:4][N:3]=2)[CH:27]=[CH:28][CH:29]=1, predict the reactants needed to synthesize it. The reactants are: Cl[C:2]1[N:7]=[C:6]([C:8]([F:11])([F:10])[F:9])[C:5]([C:12]([O:14][CH2:15][C:16]2[CH:21]=[CH:20][CH:19]=[CH:18][CH:17]=2)=[O:13])=[CH:4][N:3]=1.[Cl:22][C:23]1[CH:24]=[C:25]([CH:27]=[CH:28][CH:29]=1)[NH2:26]. (2) Given the product [OH:6][C@H:5]([CH2:4][OH:3])[CH2:7][CH2:8][NH:9][C:10]([CH:12]1[CH:16]([C:17]2[CH:22]=[CH:21][CH:20]=[C:19]([Cl:23])[C:18]=2[F:24])[C:15]([C:27]2[CH:32]=[CH:31][C:30]([Cl:33])=[CH:29][C:28]=2[F:34])([C:25]#[N:26])[CH:14]([CH2:35][C:36]([CH3:41])([CH3:40])[CH2:37][CH2:38][NH:39][S:51]([CH3:50])(=[O:53])=[O:52])[NH:13]1)=[O:11], predict the reactants needed to synthesize it. The reactants are: CC1(C)[O:6][C@@H:5]([CH2:7][CH2:8][NH:9][C:10]([CH:12]2[CH:16]([C:17]3[CH:22]=[CH:21][CH:20]=[C:19]([Cl:23])[C:18]=3[F:24])[C:15]([C:27]3[CH:32]=[CH:31][C:30]([Cl:33])=[CH:29][C:28]=3[F:34])([C:25]#[N:26])[CH:14]([CH2:35][C:36]([CH3:41])([CH3:40])[CH2:37][CH2:38][NH2:39])[NH:13]2)=[O:11])[CH2:4][O:3]1.C(N(CC)CC)C.[CH3:50][S:51](Cl)(=[O:53])=[O:52].Cl. (3) Given the product [CH2:1]([O:15][C:16]1[O:20][C:19]([C:21]([O:23][CH2:26][C:25]([Cl:29])([Cl:28])[Cl:24])=[O:22])=[CH:18][CH:17]=1)[CH2:2][CH2:3][CH2:4][CH2:5][CH2:6][CH2:7][CH2:8][CH2:9][CH2:10][CH2:11][CH2:12][CH2:13][CH3:14], predict the reactants needed to synthesize it. The reactants are: [CH2:1]([O:15][C:16]1[O:20][C:19]([C:21]([OH:23])=[O:22])=[CH:18][CH:17]=1)[CH2:2][CH2:3][CH2:4][CH2:5][CH2:6][CH2:7][CH2:8][CH2:9][CH2:10][CH2:11][CH2:12][CH2:13][CH3:14].[Cl:24][C:25]([Cl:29])([Cl:28])[CH2:26]O.